This data is from Full USPTO retrosynthesis dataset with 1.9M reactions from patents (1976-2016). The task is: Predict the reactants needed to synthesize the given product. The reactants are: [NH2:1][C:2]1[CH:7]=[CH:6][C:5]([CH:8]2[CH2:13][CH2:12]C[CH:10]([CH2:14][C:15]([O:17][CH2:18][CH3:19])=[O:16])[CH2:9]2)=[CH:4][CH:3]=1.C1(C(=NC2C=CC([C@H]3CCC(=CC(OCC)=O)C3)=CC=2)C2C=CC=CC=2)C=CC=CC=1. Given the product [NH2:1][C:2]1[CH:3]=[CH:4][C:5]([C@H:8]2[CH2:13][CH2:12][C:10](=[CH:14][C:15]([O:17][CH2:18][CH3:19])=[O:16])[CH2:9]2)=[CH:6][CH:7]=1, predict the reactants needed to synthesize it.